This data is from Forward reaction prediction with 1.9M reactions from USPTO patents (1976-2016). The task is: Predict the product of the given reaction. (1) Given the reactants [BrH:1].[O:2]1[CH2:7][CH2:6][N:5]([C:8]2[CH:9]=[C:10](N)[C:11]([N+:14]([O-:16])=[O:15])=[N:12][CH:13]=2)[CH2:4][CH2:3]1.N([O-])=O.[Na+], predict the reaction product. The product is: [Br:1][C:10]1[CH:9]=[C:8]([N:5]2[CH2:6][CH2:7][O:2][CH2:3][CH2:4]2)[CH:13]=[N:12][C:11]=1[N+:14]([O-:16])=[O:15]. (2) Given the reactants Br[C:2]1[N:3]=[C:4]([C:9]2[CH:14]=[CH:13][C:12]([O:15][C:16]([F:19])([F:18])[F:17])=[CH:11][CH:10]=2)[C:5]([NH2:8])=[N:6][CH:7]=1.C(N(CC)CC)C.[C]=O.[C:29]([O:32][CH2:33]C)(=[O:31])C, predict the reaction product. The product is: [CH3:33][O:32][C:29]([C:2]1[CH:7]=[N:6][C:5]([NH2:8])=[C:4]([C:9]2[CH:14]=[CH:13][C:12]([O:15][C:16]([F:19])([F:18])[F:17])=[CH:11][CH:10]=2)[N:3]=1)=[O:31]. (3) Given the reactants [CH3:1][O:2][C:3](=[O:29])[CH2:4][CH2:5][CH2:6][CH2:7][CH2:8][O:9][C:10]1[CH:11]=[CH:12][C:13]2[N:17]=[C:16]([S:18][CH2:19][CH2:20][CH3:21])[N:15]([C:22]3[CH:27]=[CH:26][CH:25]=[CH:24][CH:23]=3)[C:14]=2[CH:28]=1.ClC1C=CC=C(C(OO)=[O:38])C=1.S(OS([O-])=O)([O-])=O.[Na+].[Na+], predict the reaction product. The product is: [CH3:1][O:2][C:3](=[O:29])[CH2:4][CH2:5][CH2:6][CH2:7][CH2:8][O:9][C:10]1[CH:11]=[CH:12][C:13]2[N:17]=[C:16]([S:18]([CH2:19][CH2:20][CH3:21])=[O:38])[N:15]([C:22]3[CH:27]=[CH:26][CH:25]=[CH:24][CH:23]=3)[C:14]=2[CH:28]=1. (4) Given the reactants [F:1][C:2]1[CH:33]=[CH:32][CH:31]=[C:30]([N+:34]([O-])=O)[C:3]=1/[CH:4]=[CH:5]/[C@H:6]1[CH2:13][N:12]([C:14]([O:16][C:17]([CH3:20])([CH3:19])[CH3:18])=[O:15])[CH2:11][C:8]2([CH2:10][CH2:9]2)[N:7]1[S:21]([C:24]1[CH:29]=[CH:28][CH:27]=[CH:26][CH:25]=1)(=[O:23])=[O:22], predict the reaction product. The product is: [NH2:34][C:30]1[CH:31]=[CH:32][CH:33]=[C:2]([F:1])[C:3]=1[CH2:4][CH2:5][C@H:6]1[CH2:13][N:12]([C:14]([O:16][C:17]([CH3:19])([CH3:18])[CH3:20])=[O:15])[CH2:11][C:8]2([CH2:9][CH2:10]2)[N:7]1[S:21]([C:24]1[CH:25]=[CH:26][CH:27]=[CH:28][CH:29]=1)(=[O:23])=[O:22]. (5) Given the reactants C[Si]([N-][Si](C)(C)C)(C)C.[Li+].F[C:12]1[CH:17]=[C:16]([O:18][CH3:19])[CH:15]=[CH:14][C:13]=1[C:20]1[N:29]=[CH:28][C:27]2[C:22](=[CH:23][C:24](OC)=[CH:25][C:26]=2OC)[N:21]=1.[N:34]1([CH2:40][CH2:41][NH2:42])[CH2:39][CH2:38][O:37][CH2:36][CH2:35]1.C1C[O:46]CC1, predict the reaction product. The product is: [CH3:19][O:18][C:16]1[CH:17]=[CH:12][C:13]([C:20]2[N:29]([NH:42][CH2:41][CH2:40][N:34]3[CH2:39][CH2:38][O:37][CH2:36][CH2:35]3)[C:28](=[O:46])[C:27]3[C:22](=[CH:23][CH:24]=[CH:25][CH:26]=3)[N:21]=2)=[CH:14][CH:15]=1.